Task: Predict the reaction yield, written as a fraction of the theoretical maximum amount of product (1.0 means a 100% yield; for example, 0.34 means a 34% yield).. Dataset: Reaction yield outcomes from USPTO patents with 853,638 reactions (1) The reactants are [CH3:1][C:2]1[CH:10]=[C:9]([CH2:11][N:12]2[CH2:17][CH2:16][CH2:15][CH2:14][CH2:13]2)[CH:8]=[CH:7][C:3]=1[C:4]([OH:6])=O.F[P-](F)(F)(F)(F)F.N1(OC(N(C)C)=[N+](C)C)C2N=CC=CC=2N=N1.C(N(CC)CC)C.[NH2:49][CH2:50][C:51]1[C:52]([OH:59])=[N:53][C:54]([CH3:58])=[CH:55][C:56]=1[CH3:57]. The catalyst is ClCCl. The product is [OH:59][C:52]1[C:51]([CH2:50][NH:49][C:4](=[O:6])[C:3]2[CH:7]=[CH:8][C:9]([CH2:11][N:12]3[CH2:17][CH2:16][CH2:15][CH2:14][CH2:13]3)=[CH:10][C:2]=2[CH3:1])=[C:56]([CH3:57])[CH:55]=[C:54]([CH3:58])[N:53]=1. The yield is 0.190. (2) The reactants are [CH3:1][O:2][C:3](=[O:15])[C:4]1[C:5](=[C:10](I)[CH:11]=[CH:12][CH:13]=1)[C:6]([O:8][CH3:9])=[O:7].[CH3:16][O:17][C:18]1[CH:19]=[C:20]([CH:22]=[CH:23][C:24]=1[O:25][CH3:26])[NH2:21].C1C=CC(P(C2C(C3C(P(C4C=CC=CC=4)C4C=CC=CC=4)=CC=C4C=3C=CC=C4)=C3C(C=CC=C3)=CC=2)C2C=CC=CC=2)=CC=1.C(=O)([O-])[O-].[Cs+].[Cs+]. The catalyst is C1(C)C=CC=CC=1.C(Cl)Cl.C1C=CC(/C=C/C(/C=C/C2C=CC=CC=2)=O)=CC=1.C1C=CC(/C=C/C(/C=C/C2C=CC=CC=2)=O)=CC=1.C1C=CC(/C=C/C(/C=C/C2C=CC=CC=2)=O)=CC=1.[Pd].[Pd]. The product is [CH3:1][O:2][C:3](=[O:15])[C:4]1[C:5](=[C:10]([NH:21][C:20]2[CH:22]=[CH:23][C:24]([O:25][CH3:26])=[C:18]([O:17][CH3:16])[CH:19]=2)[CH:11]=[CH:12][CH:13]=1)[C:6]([O:8][CH3:9])=[O:7]. The yield is 0.740.